This data is from Catalyst prediction with 721,799 reactions and 888 catalyst types from USPTO. The task is: Predict which catalyst facilitates the given reaction. (1) Reactant: CS(O[C@H:6]([CH2:11][CH2:12][CH2:13][CH2:14][CH2:15][CH2:16][CH2:17][CH2:18][CH2:19][CH2:20][CH2:21][CH2:22][CH3:23])[CH2:7][C:8]([NH2:10])=[O:9])(=O)=O.[N-:24]=[N+:25]=[N-:26].[Na+]. Product: [N:24]([C@@H:6]([CH2:11][CH2:12][CH2:13][CH2:14][CH2:15][CH2:16][CH2:17][CH2:18][CH2:19][CH2:20][CH2:21][CH2:22][CH3:23])[CH2:7][C:8]([NH2:10])=[O:9])=[N+:25]=[N-:26]. The catalyst class is: 9. (2) Reactant: [CH2:1]([N:3]([CH2:11][C:12]1[N:13]=[C:14]2[S:21][C:20]([CH3:22])=[C:19]([CH:23]3[CH2:25][CH:24]3[C:26]([O:28]CC)=[O:27])[N:15]2[C:16](=[O:18])[CH:17]=1)[C:4]1[CH:9]=[CH:8][C:7]([F:10])=[CH:6][CH:5]=1)[CH3:2].[OH-].[Li+].Cl. Product: [CH2:1]([N:3]([CH2:11][C:12]1[N:13]=[C:14]2[S:21][C:20]([CH3:22])=[C:19]([CH:23]3[CH2:25][CH:24]3[C:26]([OH:28])=[O:27])[N:15]2[C:16](=[O:18])[CH:17]=1)[C:4]1[CH:9]=[CH:8][C:7]([F:10])=[CH:6][CH:5]=1)[CH3:2]. The catalyst class is: 30. (3) Reactant: [CH3:1][O:2][CH:3]1[CH2:10][CH:9]2[CH:5]([CH2:6][CH:7]([NH:11][CH2:12][C:13]([N:15]3[CH2:19][CH2:18][CH2:17][CH:16]3[C:20]#[N:21])=[O:14])[CH2:8]2)[CH2:4]1.[ClH:22]. Product: [ClH:22].[CH3:1][O:2][CH:3]1[CH2:10][CH:9]2[CH:5]([CH2:6][CH:7]([NH:11][CH2:12][C:13]([N:15]3[CH2:19][CH2:18][CH2:17][CH:16]3[C:20]#[N:21])=[O:14])[CH2:8]2)[CH2:4]1. The catalyst class is: 28. (4) Reactant: [Cl:1][C:2]1[CH:10]=[CH:9][CH:8]=[C:7]2[C:3]=1[C:4]([C:25](=[O:36])[NH:26][CH2:27][CH:28]1[CH2:33][CH2:32][C:31]([F:35])([F:34])[CH2:30][CH2:29]1)=[CH:5][N:6]2[CH2:11][CH:12]1[CH2:17][O:16][CH2:15][CH2:14][N:13]1C(OC(C)(C)C)=O.C(O)(C(F)(F)F)=O. Product: [Cl:1][C:2]1[CH:10]=[CH:9][CH:8]=[C:7]2[C:3]=1[C:4]([C:25]([NH:26][CH2:27][CH:28]1[CH2:33][CH2:32][C:31]([F:34])([F:35])[CH2:30][CH2:29]1)=[O:36])=[CH:5][N:6]2[CH2:11][CH:12]1[CH2:17][O:16][CH2:15][CH2:14][NH:13]1. The catalyst class is: 2. (5) Reactant: [Cl:1][C:2]1[N:7]=[C:6](Cl)[CH:5]=[CH:4][N:3]=1.[CH:9]1([CH:12]([N:16]2[CH:20]=[C:19](B3OC(C)(C)C(C)(C)O3)[CH:18]=[N:17]2)[CH2:13][C:14]#[N:15])[CH2:11][CH2:10]1.P([O-])([O-])([O-])=O.[K+].[K+].[K+]. Product: [Cl:1][C:2]1[N:7]=[C:6]([C:19]2[CH:18]=[N:17][N:16]([CH:12]([CH:9]3[CH2:11][CH2:10]3)[CH2:13][C:14]#[N:15])[CH:20]=2)[CH:5]=[CH:4][N:3]=1. The catalyst class is: 667. (6) Reactant: CS[C:3]1[CH:4]=[CH:5][C:6]([Br:9])=[N:7][CH:8]=1.Cl[C:11]1C=CC=C(C(OO)=O)C=1.[O-:21][S:22]([O-:24])=O.[Na+].[Na+]. Product: [CH3:11][S:22]([C:3]1[CH:4]=[CH:5][C:6]([Br:9])=[N:7][CH:8]=1)(=[O:24])=[O:21]. The catalyst class is: 2. (7) Reactant: [CH3:1][O:2][C:3]1[C:9]([O:10][CH2:11][CH2:12][O:13][CH3:14])=[CH:8][C:6]([NH2:7])=[C:5]([N+:15]([O-:17])=[O:16])[CH:4]=1.[C:18]([O:22][CH2:23][CH3:24])(=[O:21])[CH:19]=O. Product: [CH3:1][O:2][C:3]1[C:9]([O:10][CH2:11][CH2:12][O:13][CH3:14])=[CH:8][C:6]([N:7]=[CH:19][C:18]([O:22][CH2:23][CH3:24])=[O:21])=[C:5]([N+:15]([O-:17])=[O:16])[CH:4]=1. The catalyst class is: 11. (8) Reactant: O.[NH2:2][NH2:3].[CH2:4]([O:6][C:7](=[O:22])[C:8](=O)[CH2:9][C:10](=O)[CH2:11][CH:12]([C:14]1[CH:19]=[CH:18][CH:17]=[CH:16][CH:15]=1)[CH3:13])[CH3:5]. Product: [CH2:4]([O:6][C:7]([C:8]1[CH:9]=[C:10]([CH2:11][CH:12]([C:14]2[CH:19]=[CH:18][CH:17]=[CH:16][CH:15]=2)[CH3:13])[NH:3][N:2]=1)=[O:22])[CH3:5]. The catalyst class is: 14.